This data is from NCI-60 drug combinations with 297,098 pairs across 59 cell lines. The task is: Regression. Given two drug SMILES strings and cell line genomic features, predict the synergy score measuring deviation from expected non-interaction effect. Drug 1: CS(=O)(=O)C1=CC(=C(C=C1)C(=O)NC2=CC(=C(C=C2)Cl)C3=CC=CC=N3)Cl. Drug 2: CCN(CC)CCNC(=O)C1=C(NC(=C1C)C=C2C3=C(C=CC(=C3)F)NC2=O)C. Cell line: NCI-H460. Synergy scores: CSS=-5.15, Synergy_ZIP=-0.153, Synergy_Bliss=-6.38, Synergy_Loewe=-8.71, Synergy_HSA=-8.41.